The task is: Predict which catalyst facilitates the given reaction.. This data is from Catalyst prediction with 721,799 reactions and 888 catalyst types from USPTO. Reactant: [Cl:1][C:2]1[CH:7]=[CH:6][CH:5]=[CH:4][C:3]=1[CH:8]([N:11]1[CH2:16][CH2:15][C:14]2[S:17][CH:18]=[CH:19][C:13]=2[CH2:12]1)[C:9]#[N:10].C(=O)([O-])[O-:21].[K+].[K+].CS(C)=O.OO.Cl. Product: [Cl:1][C:2]1[CH:7]=[CH:6][CH:5]=[CH:4][C:3]=1[CH:8]([N:11]1[CH2:16][CH2:15][C:14]2[S:17][CH:18]=[CH:19][C:13]=2[CH2:12]1)[C:9]([NH2:10])=[O:21]. The catalyst class is: 72.